Task: Predict the product of the given reaction.. Dataset: Forward reaction prediction with 1.9M reactions from USPTO patents (1976-2016) (1) Given the reactants [OH:1]O.N1(CCCNC2N=[N+:15]([O-:27])[C:16]3[CH:26]=[C:25]4[C:20]([CH2:21][CH2:22][CH2:23]O4)=[CH:19][C:17]=3[N:18]=2)CCOCC1.[C:28](O)([C:30](F)(F)F)=[O:29], predict the reaction product. The product is: [N+:15]([C:16]1[CH:26]=[C:25]2[C:20]([CH2:21][CH2:22][CH2:23]2)=[CH:19][C:17]=1[NH:18][C:28](=[O:29])[CH3:30])([O-:27])=[O:1]. (2) Given the reactants Cl.Cl.[CH3:3][O:4][C:5]1[CH:10]=[CH:9][C:8]([NH2:11])=[C:7]([NH2:12])[CH:6]=1.[C:13](O)(=[O:17])[C:14](O)=[O:15].Cl, predict the reaction product. The product is: [CH3:3][O:4][C:5]1[CH:6]=[C:7]2[C:8](=[CH:9][CH:10]=1)[N:11]=[C:14]([OH:15])[C:13]([OH:17])=[N:12]2. (3) Given the reactants [Cl:1][C:2]1[C:17]([Cl:18])=[CH:16][C:5]([CH2:6][NH:7][C:8]([CH:10]2[CH2:15][CH2:14][NH:13][CH2:12][CH2:11]2)=[O:9])=[C:4]([O:19][CH3:20])[CH:3]=1.O=[C:22]1[CH2:25][N:24]([C:26]([O:28][C:29]([CH3:32])([CH3:31])[CH3:30])=[O:27])[CH2:23]1.CC(O)=O, predict the reaction product. The product is: [Cl:1][C:2]1[C:17]([Cl:18])=[CH:16][C:5]([CH2:6][NH:7][C:8]([CH:10]2[CH2:11][CH2:12][N:13]([CH:22]3[CH2:23][N:24]([C:26]([O:28][C:29]([CH3:32])([CH3:31])[CH3:30])=[O:27])[CH2:25]3)[CH2:14][CH2:15]2)=[O:9])=[C:4]([O:19][CH3:20])[CH:3]=1. (4) Given the reactants [Cl:1][C:2]1[CH:3]=[C:4]([N+:15]([O-:17])=[O:16])[CH:5]=[C:6]2[C:11]=1[N:10]=[CH:9][C:8]([C:12]#[N:13])=[C:7]2O.P(Cl)(Cl)([Cl:20])=O, predict the reaction product. The product is: [Cl:20][C:7]1[C:6]2[C:11](=[C:2]([Cl:1])[CH:3]=[C:4]([N+:15]([O-:17])=[O:16])[CH:5]=2)[N:10]=[CH:9][C:8]=1[C:12]#[N:13]. (5) Given the reactants [Br:1][C:2]1[N:7]2[N:8]=[CH:9][N:10]=[C:6]2[C:5]([NH:11][C:12]2[CH:17]=[CH:16][C:15]([N:18]3[CH2:23][CH2:22][NH:21][CH2:20][C:19]3=[O:24])=[CH:14][CH:13]=2)=[N:4][CH:3]=1.C(O)(=O)C.CC([O-])=O.[Na+].[CH3:34][C:35]([CH3:37])=O.[BH3-]C#N.[Na+].Cl, predict the reaction product. The product is: [Br:1][C:2]1[N:7]2[N:8]=[CH:9][N:10]=[C:6]2[C:5]([NH:11][C:12]2[CH:17]=[CH:16][C:15]([N:18]3[CH2:23][CH2:22][N:21]([CH:35]([CH3:37])[CH3:34])[CH2:20][C:19]3=[O:24])=[CH:14][CH:13]=2)=[N:4][CH:3]=1. (6) Given the reactants [CH2:1]([N:5]([CH3:26])[C:6]1[CH:11]=[C:10]([CH3:12])[CH:9]=[CH:8][C:7]=1[NH:13][C:14](=[O:25])[NH:15][C:16]1[S:17][CH:18]=[C:19]([CH2:21][C:22]([OH:24])=O)[N:20]=1)[CH:2]([CH3:4])[CH3:3].[CH3:27][NH2:28], predict the reaction product. The product is: [CH2:1]([N:5]([CH3:26])[C:6]1[CH:11]=[C:10]([CH3:12])[CH:9]=[CH:8][C:7]=1[NH:13][C:14](=[O:25])[NH:15][C:16]1[S:17][CH:18]=[C:19]([CH2:21][C:22]([NH:28][CH3:27])=[O:24])[N:20]=1)[CH:2]([CH3:3])[CH3:4].